The task is: Predict the product of the given reaction.. This data is from Forward reaction prediction with 1.9M reactions from USPTO patents (1976-2016). (1) Given the reactants [NH:1]1[CH:5]=[CH:4][C:3](B(O)O)=[N:2]1.Br[C:10]1[CH:11]=[C:12]2[C:16](=[CH:17][CH:18]=1)[CH2:15][N:14]([C:19]([NH:21][C:22]1[CH:27]=[CH:26][C:25]([NH:28][C:29](=[O:36])[CH2:30][CH:31]3[CH2:35][CH2:34][CH2:33][CH2:32]3)=[CH:24][CH:23]=1)=[O:20])[CH2:13]2.Br[C:38]1C=C2C(=CC=1)CN(C(NC1C=CC(C(=O)NCCC)=CC=1)=O)C2, predict the reaction product. The product is: [CH:31]1([CH2:30][C:29]([NH:28][C:25]2[CH:26]=[CH:27][C:22]([NH:21][C:19]([N:14]3[CH2:13][C:12]4[C:16](=[CH:17][CH:18]=[C:10]([C:4]5[CH:3]=[N:2][N:1]([CH3:38])[CH:5]=5)[CH:11]=4)[CH2:15]3)=[O:20])=[CH:23][CH:24]=2)=[O:36])[CH2:35][CH2:34][CH2:33][CH2:32]1. (2) Given the reactants CC1(C)C(C)(C)[O:5][B:4]([C:9]2[CH:10]=[C:11]3[C:16](=[CH:17][CH:18]=2)[CH2:15][N:14]([C:19]([O:21][CH2:22][C:23]2[CH:28]=[CH:27][CH:26]=[CH:25][CH:24]=2)=[O:20])[CH2:13][CH2:12]3)[O:3]1.Cl, predict the reaction product. The product is: [CH2:22]([O:21][C:19]([N:14]1[CH2:13][CH2:12][C:11]2[C:16](=[CH:17][CH:18]=[C:9]([B:4]([OH:5])[OH:3])[CH:10]=2)[CH2:15]1)=[O:20])[C:23]1[CH:28]=[CH:27][CH:26]=[CH:25][CH:24]=1. (3) Given the reactants [K+].[C:2]([O:8][CH2:9][CH3:10])(=[O:7])[CH2:3][C:4]([O-:6])=O.[Mg+2].[Cl-].[Cl-].C(N1C=CN=C1)(N1C=CN=C1)=O.[O:26]1[CH2:31][CH2:30][CH:29](C(O)=O)[CH2:28][CH2:27]1, predict the reaction product. The product is: [O:6]=[C:4]([CH:29]1[CH2:30][CH2:31][O:26][CH2:27][CH2:28]1)[CH2:3][C:2]([O:8][CH2:9][CH3:10])=[O:7].